This data is from Catalyst prediction with 721,799 reactions and 888 catalyst types from USPTO. The task is: Predict which catalyst facilitates the given reaction. (1) Reactant: [C:1]([Cl:6])(=O)[C:2](Cl)=O.[CH:7]1([CH2:13][C:14]([OH:16])=[O:15])[CH2:12][CH2:11][CH2:10][CH2:9][CH2:8]1.Br.[NH2:18][C:19]1[S:20][C:21]2[CH2:27][CH2:26][CH2:25][CH:24]([C:28]([O:30][CH2:31][CH3:32])=[O:29])[C:22]=2[N:23]=1.[ClH:33].[N:34]1[CH:39]=[CH:38][CH:37]=[CH:36][CH:35]=1. Product: [Cl:6][C:1]1[CH:2]=[CH:35][CH:36]=[C:37]([Cl:33])[C:38]=1[CH2:39][N:34]1[CH2:26][CH2:25][CH:24]([CH2:22][NH:23][C:28]([CH:24]2[C:22]3[N:23]=[C:19]([NH:18][C:14](=[O:16])[CH2:13][CH:7]4[CH2:8][CH2:9][CH2:10][CH2:11][CH2:12]4)[S:20][C:21]=3[CH2:27][CH2:26][CH2:25]2)=[O:30])[CH2:28]1.[CH:7]1([CH2:13][C:14]([NH:18][C:19]2[S:20][C:21]3[CH2:27][CH2:26][CH2:25][CH:24]([C:28]([O:30][CH2:31][CH3:32])=[O:29])[C:22]=3[N:23]=2)=[O:15])[CH2:12][CH2:11][CH2:10][CH2:9][CH2:8]1. The catalyst class is: 2. (2) Reactant: [CH3:1][C:2]([CH3:25])([CH3:24])[C:3]([NH:5][C:6]1[CH:15]=[CH:14][CH:13]=[C:12](OS(C(F)(F)F)(=O)=O)[C:7]=1[C:8]([O:10][CH3:11])=[O:9])=[O:4].C([Sn](CCCC)(CCCC)[C:31]#[C:32][CH:33]1[CH2:37][CH2:36][CH2:35][N:34]1[C:38]([O:40][C:41]([CH3:44])([CH3:43])[CH3:42])=[O:39])CCC.[Cl-].[Li+]. Product: [CH3:1][C:2]([CH3:25])([CH3:24])[C:3]([NH:5][C:6]1[C:7]([C:8]([O:10][CH3:11])=[O:9])=[C:12]([C:31]#[C:32][CH:33]2[CH2:37][CH2:36][CH2:35][N:34]2[C:38]([O:40][C:41]([CH3:44])([CH3:43])[CH3:42])=[O:39])[CH:13]=[CH:14][CH:15]=1)=[O:4]. The catalyst class is: 558.